Dataset: Full USPTO retrosynthesis dataset with 1.9M reactions from patents (1976-2016). Task: Predict the reactants needed to synthesize the given product. (1) Given the product [CH3:23][N:22]1[C:18]([C:16]([NH:15][C:13]2[CH:14]=[C:9]([O:8][C:5]3[CH:6]=[N:7][C:2]([NH:1][S:32]([C:29]4[CH:30]=[CH:31][C:26]([CH3:36])=[CH:27][CH:28]=4)(=[O:34])=[O:33])=[CH:3][CH:4]=3)[CH:10]=[CH:11][C:12]=2[CH3:25])=[O:17])=[CH:19][C:20]([CH3:24])=[N:21]1, predict the reactants needed to synthesize it. The reactants are: [NH2:1][C:2]1[N:7]=[CH:6][C:5]([O:8][C:9]2[CH:10]=[CH:11][C:12]([CH3:25])=[C:13]([NH:15][C:16]([C:18]3[N:22]([CH3:23])[N:21]=[C:20]([CH3:24])[CH:19]=3)=[O:17])[CH:14]=2)=[CH:4][CH:3]=1.[C:26]1([CH3:36])[CH:31]=[CH:30][C:29]([S:32](Cl)(=[O:34])=[O:33])=[CH:28][CH:27]=1. (2) Given the product [CH:1]1([C@@H:7]([NH:9][C:10]([C:12]2[C:21]3[C:16](=[CH:17][CH:18]=[CH:19][CH:20]=3)[N:15]=[C:14]([C:22]3[S:23][CH:24]=[CH:25][CH:26]=3)[C:13]=2[CH2:27][N:28]2[CH2:33][CH2:32][N:31]([CH2:34][C:35]([N:39]3[CH2:44][CH2:43][O:42][CH2:41][CH2:40]3)=[O:37])[C:30](=[O:38])[CH2:29]2)=[O:11])[CH3:8])[CH2:6][CH2:5][CH2:4][CH2:3][CH2:2]1, predict the reactants needed to synthesize it. The reactants are: [CH:1]1([C@@H:7]([NH:9][C:10]([C:12]2[C:21]3[C:16](=[CH:17][CH:18]=[CH:19][CH:20]=3)[N:15]=[C:14]([C:22]3[S:23][CH:24]=[CH:25][CH:26]=3)[C:13]=2[CH2:27][N:28]2[CH2:33][CH2:32][N:31]([CH2:34][C:35]([OH:37])=O)[C:30](=[O:38])[CH2:29]2)=[O:11])[CH3:8])[CH2:6][CH2:5][CH2:4][CH2:3][CH2:2]1.[NH:39]1[CH2:44][CH2:43][O:42][CH2:41][CH2:40]1. (3) The reactants are: [CH:1]1([CH2:7][C@H:8]([N:12]2[CH2:16][C:15]3[CH2:17][C:18]4[C:19]([O:27][CH3:28])=[CH:20][CH:21]=[C:22]([O:25][CH3:26])[C:23]=4[O:24][C:14]=3[C:13]2=[O:29])[C:9](O)=[O:10])[CH2:6][CH2:5][CH2:4][CH2:3][CH2:2]1.CN1CCOCC1.F[P-](F)(F)(F)(F)F.[N:44]1(OC(N(C)C)=[N+](C)C)[C:48]2[N:49]=[CH:50][CH:51]=[CH:52][C:47]=2N=N1.NC1C=CC=CN=1. Given the product [CH:1]1([CH2:7][C@H:8]([N:12]2[CH2:16][C:15]3[CH2:17][C:18]4[C:19]([O:27][CH3:28])=[CH:20][CH:21]=[C:22]([O:25][CH3:26])[C:23]=4[O:24][C:14]=3[C:13]2=[O:29])[C:9]([NH:44][C:48]2[CH:47]=[CH:52][CH:51]=[CH:50][N:49]=2)=[O:10])[CH2:2][CH2:3][CH2:4][CH2:5][CH2:6]1, predict the reactants needed to synthesize it. (4) Given the product [CH:17]1[CH:16]=[CH:15][C:14]([N:4]2[C:3](=[O:20])[C:2]([C:24]3[CH:25]=[CH:26][CH:27]=[CH:28][C:23]=3[C:21]#[N:22])=[CH:7][C:6]([C:8]3[CH:13]=[CH:12][CH:11]=[CH:10][N:9]=3)=[CH:5]2)=[CH:19][CH:18]=1, predict the reactants needed to synthesize it. The reactants are: Br[C:2]1[C:3](=[O:20])[N:4]([C:14]2[CH:19]=[CH:18][CH:17]=[CH:16][CH:15]=2)[CH:5]=[C:6]([C:8]2[CH:13]=[CH:12][CH:11]=[CH:10][N:9]=2)[CH:7]=1.[C:21]([C:23]1[CH:28]=[CH:27][CH:26]=[CH:25][C:24]=1B1OC(C([O-])=O)C=CO1)#[N:22].C(=O)([O-])[O-].[K+].[K+].